The task is: Predict the reactants needed to synthesize the given product.. This data is from Full USPTO retrosynthesis dataset with 1.9M reactions from patents (1976-2016). Given the product [CH2:1]([O:3][C:4](=[O:20])[N:5]([CH3:23])[CH:6]1[CH2:11][CH2:10][CH:9]=[C:8]([C:12]#[C:13][C:14]2[CH:19]=[CH:18][CH:17]=[CH:16][CH:15]=2)[CH2:7]1)[CH3:2], predict the reactants needed to synthesize it. The reactants are: [CH2:1]([O:3][C:4](=[O:20])[NH:5][CH:6]1[CH2:11][CH2:10][CH:9]=[C:8]([C:12]#[C:13][C:14]2[CH:19]=[CH:18][CH:17]=[CH:16][CH:15]=2)[CH2:7]1)[CH3:2].[H-].[Na+].[CH3:23]N(C=O)C.